Dataset: HIV replication inhibition screening data with 41,000+ compounds from the AIDS Antiviral Screen. Task: Binary Classification. Given a drug SMILES string, predict its activity (active/inactive) in a high-throughput screening assay against a specified biological target. (1) The result is 0 (inactive). The compound is CC(=O)OCC(OC(C)=O)C(OC(C)=O)C(C=NNc1nc(O)c2ccccc2n1)OC(C)=O. (2) The drug is Cc1ccc(NC(=O)C(Cc2nc3ccc([N+](=O)[O-])cc3nc2O)=NNC(=O)C[n+]2ccccc2)c(C)c1.[Cl-]. The result is 0 (inactive). (3) The drug is O=c1ccccc2c(C=Cc3ccccc3)nn(-c3ccccc3)c12. The result is 0 (inactive). (4) The compound is COc1ccc2c(c1)CCCN1Cc3ccccc3CC21. The result is 0 (inactive). (5) The result is 0 (inactive). The compound is COc1ccc2[nH]c3cc4c(=O)c5cc(OC)ccc5[nH]c4cc3c(=O)c2c1. (6) The drug is Cn1ccc(C(=O)NCCN(CCNC(=O)c2ccn(C)c(=O)c2O)CCNC(=O)c2cccc(=O)n2O)c(O)c1=O. The result is 0 (inactive). (7) The molecule is O=C(C(=C1SSC(=C(C(=O)c2ccccc2)c2ccccc2)S1)c1ccccc1)c1ccccc1. The result is 0 (inactive). (8) The drug is N#CC12CCCC(=O)C1C1CCCC12. The result is 0 (inactive).